Task: Predict the reactants needed to synthesize the given product.. Dataset: Full USPTO retrosynthesis dataset with 1.9M reactions from patents (1976-2016) (1) Given the product [F:8][C:6]1[CH:5]=[C:4]([CH2:9][C@@H:10]([C:32]2[C:37]([C:38]3[CH:39]=[CH:40][C:41]([F:47])=[C:42]([CH:46]=3)[C:43]([NH2:45])=[O:44])=[CH:36][CH:35]=[CH:34][N:33]=2)[NH:11][C:12](=[O:31])[CH2:13][N:14]2[C:22]3[CH2:21][CH2:20][C:19](=[O:23])[CH2:18][C:17]=3[C:16]([C:27]([F:30])([F:28])[F:29])=[N:15]2)[CH:3]=[C:2]([F:1])[CH:7]=1, predict the reactants needed to synthesize it. The reactants are: [F:1][C:2]1[CH:3]=[C:4]([CH2:9][C@@H:10]([C:32]2[C:37]([C:38]3[CH:39]=[CH:40][C:41]([F:47])=[C:42]([CH:46]=3)[C:43]([NH2:45])=[O:44])=[CH:36][CH:35]=[CH:34][N:33]=2)[NH:11][C:12](=[O:31])[CH2:13][N:14]2[C:22]3[CH2:21][CH2:20][C:19]4(OCC[O:23]4)[CH2:18][C:17]=3[C:16]([C:27]([F:30])([F:29])[F:28])=[N:15]2)[CH:5]=[C:6]([F:8])[CH:7]=1. (2) Given the product [CH3:30][O:29][C:25]1[CH:24]=[CH:23][N:22]=[C:21]([CH2:20][S+:19]([O-:3])[C:17]2[NH:16][C:15]3[CH:31]=[CH:32][C:12]([O:11][CH:10]([F:9])[F:33])=[CH:13][C:14]=3[N:18]=2)[C:26]=1[O:27][CH3:28], predict the reactants needed to synthesize it. The reactants are: C(OCC(C)C)(=[O:3])C.[F:9][CH:10]([F:33])[O:11][C:12]1[CH:32]=[CH:31][C:15]2[NH:16][C:17]([S:19][CH2:20][C:21]3[C:26]([O:27][CH3:28])=[C:25]([O:29][CH3:30])[CH:24]=[CH:23][N:22]=3)=[N:18][C:14]=2[CH:13]=1.[OH-].[Na+].[O-]Cl.[Na+]. (3) Given the product [F:31][C:32]1[CH:37]=[C:36]([C:2]2[C:3]([C:16]3[CH:21]=[CH:20][CH:19]=[C:18]([N+:22]([O-:24])=[O:23])[CH:17]=3)=[N:4][N:5]([CH2:7][C:8]3[CH:13]=[CH:12][C:11]([O:14][CH3:15])=[CH:10][CH:9]=3)[CH:6]=2)[CH:35]=[CH:34][N:33]=1, predict the reactants needed to synthesize it. The reactants are: I[C:2]1[C:3]([C:16]2[CH:21]=[CH:20][CH:19]=[C:18]([N+:22]([O-:24])=[O:23])[CH:17]=2)=[N:4][N:5]([CH2:7][C:8]2[CH:13]=[CH:12][C:11]([O:14][CH3:15])=[CH:10][CH:9]=2)[CH:6]=1.C(=O)([O-])[O-].[Cs+].[Cs+].[F:31][C:32]1[C:37](B(O)O)=[CH:36][CH:35]=[CH:34][N:33]=1. (4) The reactants are: [OH:1][C:2]1[CH:7]=[CH:6][C:5]([C:8]2[CH:13]=[CH:12][C:11]([C:14]#N)=[C:10]([CH3:16])[CH:9]=2)=[CH:4][CH:3]=1.[H-].C([Al+]CC(C)C)C(C)C.C[OH:28].Cl. Given the product [OH:1][C:2]1[CH:7]=[CH:6][C:5]([C:8]2[CH:13]=[CH:12][C:11]([CH:14]=[O:28])=[C:10]([CH3:16])[CH:9]=2)=[CH:4][CH:3]=1, predict the reactants needed to synthesize it. (5) Given the product [OH:8][CH:7]([C:2]1[CH:3]=[CH:4][CH:5]=[CH:6][N:1]=1)[C:9]1([C:17]2[CH:22]=[CH:21][N:20]=[C:19]([C:23]([F:26])([F:24])[F:25])[CH:18]=2)[CH2:10][C:11](=[O:13])[CH2:12]1, predict the reactants needed to synthesize it. The reactants are: [N:1]1[CH:6]=[CH:5][CH:4]=[CH:3][C:2]=1[CH:7]([C:9]1([C:17]2[CH:22]=[CH:21][N:20]=[C:19]([C:23]([F:26])([F:25])[F:24])[CH:18]=2)[CH2:12][C:11]2(OCC[O:13]2)[CH2:10]1)[OH:8].Cl.[OH-].[Na+]. (6) Given the product [C:1]12([CH2:11][NH:12][C:13]([C:15]3[N:20]4[CH:21]=[C:22]([CH2:24][C:25]([N:33]5[CH2:32][CH2:31][NH:30][C@H:29]([CH3:28])[CH2:34]5)=[O:26])[N:23]=[C:19]4[CH:18]=[CH:17][CH:16]=3)=[O:14])[CH2:8][CH:7]3[CH2:9][CH:3]([CH2:4][CH:5]([CH2:6]3)[CH2:10]1)[CH2:2]2, predict the reactants needed to synthesize it. The reactants are: [C:1]12([CH2:11][NH:12][C:13]([C:15]3[N:20]4[CH:21]=[C:22]([CH2:24][C:25](O)=[O:26])[N:23]=[C:19]4[CH:18]=[CH:17][CH:16]=3)=[O:14])[CH2:10][CH:5]3[CH2:6][CH:7]([CH2:9][CH:3]([CH2:4]3)[CH2:2]1)[CH2:8]2.[CH3:28][C@@H:29]1[CH2:34][NH:33][CH2:32][CH2:31][NH:30]1.F[P-](F)(F)(F)(F)F.N1(O[P+](N(C)C)(N(C)C)N(C)C)C2C=CC=CC=2N=N1. (7) Given the product [CH3:32][O:33][C:34]1[CH:39]=[C:38]([O:40][CH3:41])[CH:37]=[CH:36][C:35]=1[CH2:42][NH:43][C:7]1[C:6]2[N:5]([C:4]([CH:12]3[CH2:17][N:16]([C:18]([O:20][CH2:21][C:22]4[CH:23]=[CH:24][CH:25]=[CH:26][CH:27]=4)=[O:19])[CH:15]([C:28]([F:31])([F:29])[F:30])[CH2:14][CH2:13]3)=[N:3][C:2]=2[Br:1])[CH:10]=[CH:9][N:8]=1, predict the reactants needed to synthesize it. The reactants are: [Br:1][C:2]1[N:3]=[C:4]([CH:12]2[CH2:17][N:16]([C:18]([O:20][CH2:21][C:22]3[CH:27]=[CH:26][CH:25]=[CH:24][CH:23]=3)=[O:19])[CH:15]([C:28]([F:31])([F:30])[F:29])[CH2:14][CH2:13]2)[N:5]2[CH:10]=[CH:9][N:8]=[C:7](Cl)[C:6]=12.[CH3:32][O:33][C:34]1[CH:39]=[C:38]([O:40][CH3:41])[CH:37]=[CH:36][C:35]=1[CH2:42][NH2:43].C([O-])([O-])=O.[K+].[K+].